From a dataset of Catalyst prediction with 721,799 reactions and 888 catalyst types from USPTO. Predict which catalyst facilitates the given reaction. (1) Reactant: [F:1][C:2]1[CH:16]=[CH:15][C:5]2[C:6]([CH:9]3[CH2:14][CH2:13][NH:12][CH2:11][CH2:10]3)=[N:7][O:8][C:4]=2[CH:3]=1.[C:17]([O:21][C:22](=[O:33])[NH:23][C@H:24]1[CH2:29][CH2:28][C@H:27]([CH2:30][CH:31]=O)[CH2:26][CH2:25]1)([CH3:20])([CH3:19])[CH3:18].C(O[BH-](OC(=O)C)OC(=O)C)(=O)C.[Na+]. Product: [C:17]([O:21][C:22](=[O:33])[NH:23][C@H:24]1[CH2:25][CH2:26][C@H:27]([CH2:30][CH2:31][N:12]2[CH2:11][CH2:10][CH:9]([C:6]3[C:5]4[CH:15]=[CH:16][C:2]([F:1])=[CH:3][C:4]=4[O:8][N:7]=3)[CH2:14][CH2:13]2)[CH2:28][CH2:29]1)([CH3:20])([CH3:19])[CH3:18]. The catalyst class is: 26. (2) Reactant: [CH3:1][S:2](Cl)(=[O:4])=[O:3].[CH3:6][O:7][C:8]([C:10]1([CH2:24][OH:25])[CH2:14][C:13](=[O:15])[N:12]([C:16]2[C:21]([CH3:22])=[CH:20][CH:19]=[CH:18][C:17]=2[CH3:23])[CH2:11]1)=[O:9].CCN(CC)CC.O. Product: [CH3:6][O:7][C:8]([C:10]1([CH2:24][O:25][S:2]([CH3:1])(=[O:4])=[O:3])[CH2:14][C:13](=[O:15])[N:12]([C:16]2[C:21]([CH3:22])=[CH:20][CH:19]=[CH:18][C:17]=2[CH3:23])[CH2:11]1)=[O:9]. The catalyst class is: 1. (3) Reactant: [OH:1][C:2]1[CH:7]=[C:6]([N:8]2[CH2:13][CH2:12][O:11][CH2:10][CH2:9]2)[CH:5]=[C:4]([OH:14])[C:3]=1[C:15](=[O:17])[CH3:16].C([O-])([O-])=O.[K+].[K+].[C:24]([C:26]1[CH:34]=[CH:33][C:29]([C:30](Cl)=O)=[CH:28][CH:27]=1)#[N:25].O. Product: [OH:1][C:2]1[CH:7]=[C:6]([N:8]2[CH2:13][CH2:12][O:11][CH2:10][CH2:9]2)[CH:5]=[C:4]2[C:3]=1[C:15](=[O:17])[CH:16]=[C:30]([C:29]1[CH:33]=[CH:34][C:26]([C:24]#[N:25])=[CH:27][CH:28]=1)[O:14]2. The catalyst class is: 21. (4) Reactant: [CH2:1]([O:8][CH2:9][C@@H:10]1[CH2:15][O:14][C:13]2[CH:16]=[CH:17][C:18]([CH2:20][CH2:21][NH:22][CH2:23][CH:24]([C:26]3[N:31]=[C:30]4[CH2:32][O:33]C(C5C=CC=CC=5)[O:35][C:29]4=[CH:28][CH:27]=3)[OH:25])=[CH:19][C:12]=2[O:11]1)[C:2]1[CH:7]=[CH:6][CH:5]=[CH:4][CH:3]=1. Product: [CH2:1]([O:8][CH2:9][C@@H:10]1[CH2:15][O:14][C:13]2[CH:16]=[CH:17][C:18]([CH2:20][CH2:21][NH:22][CH2:23][CH:24]([C:26]3[N:31]=[C:30]([CH2:32][OH:33])[C:29]([OH:35])=[CH:28][CH:27]=3)[OH:25])=[CH:19][C:12]=2[O:11]1)[C:2]1[CH:7]=[CH:6][CH:5]=[CH:4][CH:3]=1. The catalyst class is: 6. (5) The catalyst class is: 3. Reactant: C1(COC([NH:18][C@@H:19]([CH2:23][NH:24][CH2:25][CH:26]=[C:27]2[C:32](=[O:33])[CH2:31][C:30]([CH3:35])([CH3:34])[CH2:29][C:28]2=[O:36])[C:20]([OH:22])=[O:21])=O)C2CC3C(=CC=CC=3)C=2C=CC=1.N1CCCCC1. Product: [NH2:18][CH:19]([CH2:23][NH:24][CH2:25][CH:26]=[C:27]1[C:28](=[O:36])[CH2:29][C:30]([CH3:34])([CH3:35])[CH2:31][C:32]1=[O:33])[C:20]([OH:22])=[O:21]. (6) Reactant: O=P12OP3(OP(OP(O3)(O1)=O)(=O)O2)=O.[F:15]C(F)(F)C(O)=O.[CH3:22][N:23]([CH:37]=[C:38]([C:44]([O:46]CC)=O)[C:39]([O:41][CH2:42][CH3:43])=[O:40])[C:24]1[CH:29]=[CH:28][C:27](CN2CCOCC2)=[CH:26][CH:25]=1. Product: [CH3:22][N:23]1[C:24]2[C:25](=[CH:26][CH:27]=[CH:28][C:29]=2[F:15])[C:44](=[O:46])[C:38]([C:39]([O:41][CH2:42][CH3:43])=[O:40])=[CH:37]1. The catalyst class is: 11. (7) Reactant: [CH:1]1([C:4]2[N:8]([CH3:9])[C:7]3[CH:10]=[C:11]([N:14]4[CH:19]=[CH:18][C:17]([OH:20])=[CH:16][C:15]4=[O:21])[CH:12]=[CH:13][C:6]=3[N:5]=2)[CH2:3][CH2:2]1.[F:22][C:23](F)([F:31])[C:24]1[S:28][C:27]([CH2:29]O)=[CH:26][CH:25]=1.C(P(CCCC)CCCC)CCC.N(C(N1CCCCC1)=O)=NC(N1CCCCC1)=O. Product: [CH:1]1([C:4]2[N:8]([CH3:9])[C:7]3[CH:10]=[C:11]([N:14]4[CH:19]=[CH:18][C:17]([O:20][CH2:29][C:27]5[S:28][C:24]([CH:23]([F:31])[F:22])=[CH:25][CH:26]=5)=[CH:16][C:15]4=[O:21])[CH:12]=[CH:13][C:6]=3[N:5]=2)[CH2:2][CH2:3]1. The catalyst class is: 1.